Dataset: Forward reaction prediction with 1.9M reactions from USPTO patents (1976-2016). Task: Predict the product of the given reaction. (1) Given the reactants [CH2:1]([O:8][C:9]1[C:16](Br)=[CH:15][CH:14]=[CH:13][C:10]=1[C:11]#[N:12])[C:2]1[CH:7]=[CH:6][CH:5]=[CH:4][CH:3]=1.[C:18]([O:22][C:23]([N:25]1[CH:30]2[CH2:31][CH2:32][CH:26]1[CH:27]=[C:28](B1OC(C)(C)C(C)(C)O1)[CH2:29]2)=[O:24])([CH3:21])([CH3:20])[CH3:19].C1COCC1.C(=O)([O-])[O-].[Na+].[Na+], predict the reaction product. The product is: [C:18]([O:22][C:23]([N:25]1[CH:30]2[CH2:31][CH2:32][CH:26]1[CH:27]=[C:28]([C:16]1[CH:15]=[CH:14][CH:13]=[C:10]([C:11]#[N:12])[C:9]=1[O:8][CH2:1][C:2]1[CH:7]=[CH:6][CH:5]=[CH:4][CH:3]=1)[CH2:29]2)=[O:24])([CH3:21])([CH3:19])[CH3:20]. (2) Given the reactants [NH2:1][C@@H:2]1[CH2:7][CH2:6][C@H:5]([C:8]([OH:10])=[O:9])[CH2:4][CH2:3]1.S(Cl)([Cl:13])=O.[CH3:15]O, predict the reaction product. The product is: [CH3:15][O:9][C:8]([CH:5]1[CH2:6][CH2:7][CH:2]([NH2:1])[CH2:3][CH2:4]1)=[O:10].[ClH:13]. (3) Given the reactants [OH:1][C:2]1[CH:3]=[C:4]([CH:8]2[CH2:13][CH2:12][NH:11][CH2:10][CH2:9]2)[CH:5]=[CH:6][CH:7]=1.[C:14](O[C:14]([O:16][C:17]([CH3:20])([CH3:19])[CH3:18])=[O:15])([O:16][C:17]([CH3:20])([CH3:19])[CH3:18])=[O:15].C(N(CC)CC)C.[Cl-].[Mg+2].[Cl-].[CH2:39]=[O:40].Cl, predict the reaction product. The product is: [CH:39]([C:7]1[CH:6]=[CH:5][C:4]([CH:8]2[CH2:13][CH2:12][N:11]([C:14]([O:16][C:17]([CH3:20])([CH3:19])[CH3:18])=[O:15])[CH2:10][CH2:9]2)=[CH:3][C:2]=1[OH:1])=[O:40]. (4) The product is: [Cl:13][C:3]1[CH:4]=[C:5]([CH2:8][CH2:9][NH2:10])[CH:6]=[CH:7][C:2]=1[Cl:1]. Given the reactants [Cl:1][C:2]1[CH:7]=[CH:6][C:5](/[CH:8]=[CH:9]/[N+:10]([O-])=O)=[CH:4][C:3]=1[Cl:13].[Li+].[BH4-].Cl[Si](C)(C)C, predict the reaction product. (5) Given the reactants B(Br)(Br)Br.[F:5][C:6]1[CH:11]=[C:10]([C:12]([F:15])([F:14])[F:13])[C:9]([N+:16]([O-:18])=[O:17])=[CH:8][C:7]=1[O:19]C.O.Cl, predict the reaction product. The product is: [F:5][C:6]1[CH:11]=[C:10]([C:12]([F:14])([F:15])[F:13])[C:9]([N+:16]([O-:18])=[O:17])=[CH:8][C:7]=1[OH:19]. (6) Given the reactants [CH2:1](Br)[C:2]1[CH:7]=[CH:6][CH:5]=[CH:4][CH:3]=1.Cl.[NH:10]1[CH2:16][CH2:15][CH2:14][C:13](=[O:17])[CH2:12][CH2:11]1.C(=O)([O-])[O-].[K+].[K+], predict the reaction product. The product is: [CH2:1]([N:10]1[CH2:16][CH2:15][CH2:14][C:13](=[O:17])[CH2:12][CH2:11]1)[C:2]1[CH:7]=[CH:6][CH:5]=[CH:4][CH:3]=1. (7) The product is: [CH2:9]([O:8][C:6](=[O:7])[C:5](=[N:18][O:15][CH3:13])[C:4]([O:3][CH2:1][CH3:2])=[O:12])[CH3:10]. Given the reactants [CH2:1]([O:3][C:4](=[O:12])[C:5](=O)[C:6]([O:8][CH2:9][CH3:10])=[O:7])[CH3:2].[CH2:13]([OH:15])C.Cl.C[NH:18]O.N1C=CC=CC=1, predict the reaction product. (8) The product is: [N:1]1([C:16]2[C:17]3[CH2:37][N:36]([C:38](=[O:40])[CH3:39])[CH2:35][CH2:34][C:18]=3[N:19]=[C:20]([NH:22][C:23]3[CH:24]=[CH:25][C:26]([C:29]4[O:33][CH:32]=[N:31][CH:30]=4)=[CH:27][CH:28]=3)[N:21]=2)[C:9]2[C:4](=[CH:5][CH:6]=[CH:7][CH:8]=2)[CH2:3][CH2:2]1. Given the reactants [NH:1]1[C:9]2[C:4](=[CH:5][CH:6]=[CH:7][CH:8]=2)[CH2:3][CH2:2]1.FC(F)(F)S(O[C:16]1[C:17]2[CH2:37][N:36]([C:38](=[O:40])[CH3:39])[CH2:35][CH2:34][C:18]=2[N:19]=[C:20]([NH:22][C:23]2[CH:28]=[CH:27][C:26]([C:29]3[O:33][CH:32]=[N:31][CH:30]=3)=[CH:25][CH:24]=2)[N:21]=1)(=O)=O.S(C1C=CC(C)=CC=1)([O-])(=O)=O, predict the reaction product.